From a dataset of Full USPTO retrosynthesis dataset with 1.9M reactions from patents (1976-2016). Predict the reactants needed to synthesize the given product. (1) The reactants are: [O:1]1[CH2:29][C@:2]1([CH3:30])[CH2:3][O:4][C:5]1[CH:10]=[CH:9][C:8]([N:11]2[CH2:16][CH2:15][CH:14]([O:17][C:18]3[CH:23]=[CH:22][C:21]([O:24][C:25]([F:28])([F:27])[F:26])=[CH:20][CH:19]=3)[CH2:13][CH2:12]2)=[CH:7][CH:6]=1.Cl[C:32]1[NH:33][CH:34]=[C:35]([N+:37]([O-:39])=[O:38])[N:36]=1.C([O-])(=O)C.[Na+].C(OC(C)(C)C)(=O)C.[OH-].[Na+]. Given the product [CH3:30][C@@:2]1([CH2:3][O:4][C:5]2[CH:6]=[CH:7][C:8]([N:11]3[CH2:16][CH2:15][CH:14]([O:17][C:18]4[CH:19]=[CH:20][C:21]([O:24][C:25]([F:26])([F:28])[F:27])=[CH:22][CH:23]=4)[CH2:13][CH2:12]3)=[CH:9][CH:10]=2)[O:1][C:32]2=[N:36][C:35]([N+:37]([O-:39])=[O:38])=[CH:34][N:33]2[CH2:29]1, predict the reactants needed to synthesize it. (2) Given the product [Si:19]([O:18][C:12]1[CH:11]=[C:10]([C:6]2[C:5]3[CH:26]=[C:27]([O:34][CH3:35])[C:28]([O:32][CH3:33])=[C:29]([O:30][CH3:31])[C:4]=3[O:3][CH:2]([S:38][CH2:36][CH3:37])[C:8](=[O:9])[CH:7]=2)[CH:15]=[CH:14][C:13]=1[O:16][CH3:17])([C:22]([CH3:25])([CH3:24])[CH3:23])([CH3:21])[CH3:20], predict the reactants needed to synthesize it. The reactants are: Br[CH:2]1[C:8](=[O:9])[CH:7]=[C:6]([C:10]2[CH:15]=[CH:14][C:13]([O:16][CH3:17])=[C:12]([O:18][Si:19]([C:22]([CH3:25])([CH3:24])[CH3:23])([CH3:21])[CH3:20])[CH:11]=2)[C:5]2[CH:26]=[C:27]([O:34][CH3:35])[C:28]([O:32][CH3:33])=[C:29]([O:30][CH3:31])[C:4]=2[O:3]1.[CH2:36]([S-:38])[CH3:37].[Na+]. (3) Given the product [C:1]([O:5][C:6]([N:8]1[CH2:13][CH2:12][CH2:11][CH2:10][CH:9]1[CH2:14][CH2:15][N:21]1[CH:25]=[CH:24][N:23]=[CH:22]1)=[O:7])([CH3:4])([CH3:3])[CH3:2], predict the reactants needed to synthesize it. The reactants are: [C:1]([O:5][C:6]([N:8]1[CH2:13][CH2:12][CH2:11][CH2:10][CH:9]1[CH2:14][CH2:15]OS(C)(=O)=O)=[O:7])([CH3:4])([CH3:3])[CH3:2].[NH:21]1[CH:25]=[CH:24][N:23]=[CH:22]1.[Na]. (4) The reactants are: C[O:2][C:3](=[O:30])[C:4]1[CH:9]=[CH:8][C:7]([O:10][C:11]2[CH:16]=[C:15]([CH2:17][C:18]([O:20][CH2:21][CH3:22])=[O:19])[CH:14]=[CH:13][C:12]=2[O:23][CH3:24])=[C:6]([CH2:25][S:26][CH:27]([CH3:29])[CH3:28])[CH:5]=1. Given the product [CH2:21]([O:20][C:18]([CH2:17][C:15]1[CH:14]=[CH:13][C:12]([O:23][CH3:24])=[C:11]([CH:16]=1)[O:10][C:7]1[CH:8]=[CH:9][C:4]([C:3]([OH:30])=[O:2])=[CH:5][C:6]=1[CH2:25][S:26][CH:27]([CH3:28])[CH3:29])=[O:19])[CH3:22], predict the reactants needed to synthesize it. (5) Given the product [NH2:22][C:21]1[C:23]([N:26]([CH3:27])[C:28](=[O:29])[O:30][CH2:31][CH3:33])=[CH:24][N:16]=[C:14]([C:7]2[C:8]3[C:9](=[N:10][CH:11]=[CH:12][CH:13]=3)[N:5]([CH2:4][C:3]3[CH:17]=[CH:18][CH:19]=[CH:20][C:2]=3[F:1])[N:6]=2)[N:15]=1, predict the reactants needed to synthesize it. The reactants are: [F:1][C:2]1[CH:20]=[CH:19][CH:18]=[CH:17][C:3]=1[CH2:4][N:5]1[C:9]2=[N:10][CH:11]=[CH:12][CH:13]=[C:8]2[C:7]([C:14]([NH2:16])=[NH:15])=[N:6]1.[C:21](/[C:23](/[N:26]([C:28]([O:30][CH3:31])=[O:29])[CH3:27])=[CH:24]\[O-])#[N:22].[Na+].[CH2:33](N(CC)CC)C. (6) Given the product [ClH:1].[Cl:1][C:2]1[CH:3]=[C:4]([CH2:8][CH2:9][NH:10][CH2:27][C:26]2[CH:29]=[CH:30][C:23]([C:11]#[C:12][CH2:13][CH2:14][CH2:15][CH2:16][CH2:17][CH2:18][CH2:19][CH2:20][CH2:21][CH3:22])=[CH:24][CH:25]=2)[CH:5]=[CH:6][CH:7]=1, predict the reactants needed to synthesize it. The reactants are: [Cl:1][C:2]1[CH:3]=[C:4]([CH2:8][CH2:9][NH2:10])[CH:5]=[CH:6][CH:7]=1.[C:11]([C:23]1[CH:30]=[CH:29][C:26]([CH:27]=O)=[CH:25][CH:24]=1)#[C:12][CH2:13][CH2:14][CH2:15][CH2:16][CH2:17][CH2:18][CH2:19][CH2:20][CH2:21][CH3:22]. (7) The reactants are: [Cl:1][C:2]1[CH:7]=[C:6]([C:8]#[CH:9])[CH:5]=[C:4]([O:10][CH3:11])[C:3]=1[C:12]1[C:18](=[O:19])[CH:17]2[CH2:20][CH:14]([CH2:15][CH2:16]2)[C:13]=1[O:21]C.C(=O)([O-])[O-].[K+].[K+].O.O.O.[F-].C([N+](CCCC)(CCCC)CCCC)CCC.C(Cl)(Cl)(Cl)[Cl:51]. Given the product [Cl:1][C:2]1[CH:7]=[C:6]([C:8]#[C:9][Cl:51])[CH:5]=[C:4]([O:10][CH3:11])[C:3]=1[CH:12]1[C:18](=[O:19])[CH:17]2[CH2:20][CH:14]([CH2:15][CH2:16]2)[C:13]1=[O:21], predict the reactants needed to synthesize it.